Dataset: Catalyst prediction with 721,799 reactions and 888 catalyst types from USPTO. Task: Predict which catalyst facilitates the given reaction. (1) Reactant: C=O.[NH:3]1[CH2:8][CH2:7][CH:6]([S:9]([C:12]2[CH:21]=[CH:20][C:15]3[N:16]=[C:17]([NH2:19])[S:18][C:14]=3[CH:13]=2)(=[O:11])=[O:10])[CH2:5][CH2:4]1.[C:22]([BH3-])#N.[Na+].C([O-])(O)=O.[Na+]. Product: [CH3:22][N:3]1[CH2:4][CH2:5][CH:6]([S:9]([C:12]2[CH:21]=[CH:20][C:15]3[N:16]=[C:17]([NH2:19])[S:18][C:14]=3[CH:13]=2)(=[O:11])=[O:10])[CH2:7][CH2:8]1. The catalyst class is: 130. (2) Reactant: [CH2:1]([O:3][C:4](=[O:42])[C:5]([CH3:41])([O:34][C:35]1[CH:40]=[CH:39][CH:38]=[CH:37][CH:36]=1)[CH2:6][C:7]1[CH:12]=[CH:11][C:10]([CH:13]=[CH:14][CH2:15][CH:16]2[CH2:20][N:19]([CH2:21][C:22]3[CH:27]=[CH:26][C:25]([C:28]([F:31])([F:30])[F:29])=[CH:24][CH:23]=3)[C:18](=[O:32])[N:17]2[CH3:33])=[CH:9][CH:8]=1)[CH3:2]. Product: [CH2:1]([O:3][C:4](=[O:42])[C:5]([CH3:41])([O:34][C:35]1[CH:40]=[CH:39][CH:38]=[CH:37][CH:36]=1)[CH2:6][C:7]1[CH:12]=[CH:11][C:10]([CH2:13][CH2:14][CH2:15][CH:16]2[CH2:20][N:19]([CH2:21][C:22]3[CH:27]=[CH:26][C:25]([C:28]([F:29])([F:30])[F:31])=[CH:24][CH:23]=3)[C:18](=[O:32])[N:17]2[CH3:33])=[CH:9][CH:8]=1)[CH3:2]. The catalyst class is: 99. (3) Reactant: N[N:2]1[C:7](=[O:8])[C:6]2[C:9]3[CH2:15][CH2:14][N:13]([C:16]([O:18]C(C)(C)C)=O)[CH2:12][C:10]=3[S:11][C:5]=2[N:4]=[C:3]1[CH2:23][CH2:24][CH2:25][CH2:26][N:27]1[CH2:32][CH2:31][N:30]([C:33]2[CH:42]=[CH:41][C:40]3[C:35](=[CH:36][CH:37]=[CH:38][CH:39]=3)[N:34]=2)[CH2:29][CH2:28]1.N([O-])=O.[Na+].[C:47](=O)([O-])O.[Na+]. Product: [C:16]([N:13]1[CH2:14][CH2:15][C:9]2[C:6]3[C:7](=[O:8])[NH:2][C:3]([CH2:23][CH2:24][CH2:25][CH2:26][N:27]4[CH2:28][CH2:29][N:30]([C:33]5[CH:42]=[CH:41][C:40]6[C:35](=[CH:36][CH:37]=[CH:38][CH:39]=6)[N:34]=5)[CH2:31][CH2:32]4)=[N:4][C:5]=3[S:11][C:10]=2[CH2:12]1)(=[O:18])[CH3:47]. The catalyst class is: 86.